Dataset: KCNQ2 potassium channel screen with 302,405 compounds. Task: Binary Classification. Given a drug SMILES string, predict its activity (active/inactive) in a high-throughput screening assay against a specified biological target. The drug is Clc1ccc(CC2S\C(N(C2=O)c2ccccc2)=C(/C(=O)NCc2occc2)C#N)cc1. The result is 0 (inactive).